This data is from Catalyst prediction with 721,799 reactions and 888 catalyst types from USPTO. The task is: Predict which catalyst facilitates the given reaction. (1) Reactant: [CH2:1]([OH:4])[CH2:2][OH:3].[Cl:5][C:6]1[CH:11]=[CH:10][C:9]([N:12]2[CH:16]=[C:15]([CH:17]=O)[N:14]=[CH:13]2)=[CH:8][CH:7]=1.C12(CS(O)(=O)=O)C(C)(C)C(CC1)CC2=O. Product: [Cl:5][C:6]1[CH:7]=[CH:8][C:9]([N:12]2[CH:16]=[C:15]([CH:17]3[O:4][CH2:1][CH2:2][O:3]3)[N:14]=[CH:13]2)=[CH:10][CH:11]=1. The catalyst class is: 11. (2) Reactant: [CH3:1][N:2]1[CH2:7][CH2:6][N:5]([C:8]2[CH:17]=[CH:16][CH:15]=[C:14]3[C:9]=2[CH2:10][CH2:11][C@H:12]([NH2:18])[CH2:13]3)[CH2:4][CH2:3]1.[Cl:19][C:20]1[CH:21]=[C:22]([S:26](Cl)(=[O:28])=[O:27])[CH:23]=[CH:24][CH:25]=1.CO. Product: [Cl:19][C:20]1[CH:21]=[C:22]([S:26]([NH:18][C@H:12]2[CH2:11][CH2:10][C:9]3[C:14](=[CH:15][CH:16]=[CH:17][C:8]=3[N:5]3[CH2:4][CH2:3][N:2]([CH3:1])[CH2:7][CH2:6]3)[CH2:13]2)(=[O:28])=[O:27])[CH:23]=[CH:24][CH:25]=1. The catalyst class is: 3.